Predict the product of the given reaction. From a dataset of Forward reaction prediction with 1.9M reactions from USPTO patents (1976-2016). (1) Given the reactants [N:1]1([CH2:7][CH2:8][NH:9][S:10]([C:13]2[C:18]([Cl:19])=[CH:17][CH:16]=[C:15]([N+:20]([O-:22])=[O:21])[C:14]=2Cl)(=[O:12])=[O:11])[CH2:6][CH2:5][O:4][CH2:3][CH2:2]1.[H-].[Na+].[OH2:26], predict the reaction product. The product is: [N:1]1([CH2:7][CH2:8][NH:9][S:10]([C:13]2[C:18]([Cl:19])=[CH:17][CH:16]=[C:15]([N+:20]([O-:22])=[O:21])[C:14]=2[OH:26])(=[O:12])=[O:11])[CH2:6][CH2:5][O:4][CH2:3][CH2:2]1. (2) Given the reactants Cl[C:2]1[CH:3]=[CH:4][C:5]2[CH2:6][N:7]([CH2:19][C:20]#[N:21])[CH2:8][CH:9]([C:13]3[CH:18]=[CH:17][CH:16]=[CH:15][N:14]=3)[O:10][C:11]=2[N:12]=1.[CH3:22][O:23][C:24]1[CH:25]=[C:26]([CH:28]=[CH:29][C:30]=1[N:31]1[CH:35]=[C:34]([CH3:36])[N:33]=[CH:32]1)[NH2:27], predict the reaction product. The product is: [CH3:22][O:23][C:24]1[CH:25]=[C:26]([NH:27][C:2]2[CH:3]=[CH:4][C:5]3[CH2:6][N:7]([CH2:19][C:20]#[N:21])[CH2:8][CH:9]([C:13]4[CH:18]=[CH:17][CH:16]=[CH:15][N:14]=4)[O:10][C:11]=3[N:12]=2)[CH:28]=[CH:29][C:30]=1[N:31]1[CH:35]=[C:34]([CH3:36])[N:33]=[CH:32]1. (3) Given the reactants [NH2:1][C:2]1[N:14]=[C:5]2[N:6]=[C:7]([O:12][CH3:13])[CH:8]=[C:9]([O:10][CH3:11])[N:4]2[N:3]=1.[Cl:15][C:16]1[CH:21]=[CH:20][CH:19]=[C:18]([Cl:22])[C:17]=1[S:23](Cl)(=[O:25])=[O:24].N1C=CC=CC=1.CS(C)=O, predict the reaction product. The product is: [CH3:13][O:12][C:7]1[CH:8]=[C:9]([O:10][CH3:11])[N:4]2[N:3]=[C:2]([NH:1][S:23]([C:17]3[C:18]([Cl:22])=[CH:19][CH:20]=[CH:21][C:16]=3[Cl:15])(=[O:25])=[O:24])[N:14]=[C:5]2[N:6]=1. (4) The product is: [C:7]([OH:6])(=[O:33])[CH3:30].[CH3:31][C:32]1([CH3:34])[N:14]=[C:13]([NH:12][CH2:11][C:10]2[CH:9]=[CH:8][C:7]([O:6][CH3:5])=[CH:30][CH:29]=2)[NH:15][C:16]([NH:18][CH2:19][CH2:20][CH2:21][CH2:22][CH2:23][CH2:24][CH2:25][CH2:26][CH2:27][CH3:28])=[N:17]1. Given the reactants [OH-].[Na+].Cl.Cl.[CH3:5][O:6][C:7]1[CH:30]=[CH:29][C:10]([CH2:11][NH:12][C:13]([NH:15][C:16]([NH:18][CH2:19][CH2:20][CH2:21][CH2:22][CH2:23][CH2:24][CH2:25][CH2:26][CH2:27][CH3:28])=[NH:17])=[NH:14])=[CH:9][CH:8]=1.[CH3:31][C:32]([CH3:34])=[O:33].N1CCCCC1, predict the reaction product. (5) Given the reactants Br[CH2:2][C:3](=O)[C:4]([O:6][CH2:7][CH3:8])=[O:5].[CH3:10][C:11]([C:14]1[CH:15]=[C:16]([S:20]([N:23]2[C:31]3[C:26](=[CH:27][C:28]([C:32]([F:35])([F:34])[F:33])=[CH:29][CH:30]=3)[CH:25]=[C:24]2[CH2:36][C:37]([NH2:39])=[S:38])(=[O:22])=[O:21])[CH:17]=[CH:18][CH:19]=1)([CH3:13])[CH3:12], predict the reaction product. The product is: [CH2:7]([O:6][C:4]([C:3]1[N:39]=[C:37]([CH2:36][C:24]2[N:23]([S:20]([C:16]3[CH:17]=[CH:18][CH:19]=[C:14]([C:11]([CH3:13])([CH3:12])[CH3:10])[CH:15]=3)(=[O:22])=[O:21])[C:31]3[C:26]([CH:25]=2)=[CH:27][C:28]([C:32]([F:34])([F:33])[F:35])=[CH:29][CH:30]=3)[S:38][CH:2]=1)=[O:5])[CH3:8]. (6) Given the reactants [F:1][C:2]([F:14])([F:13])[O:3][C:4]1[CH:5]=[C:6]([CH2:10][CH2:11][OH:12])[CH:7]=[CH:8][CH:9]=1.I[CH2:16][C:17]([O:19][CH2:20][CH3:21])=[O:18].C(C1C=CC=C(C(C)(C)C)N=1)(C)(C)C, predict the reaction product. The product is: [CH2:20]([O:19][C:17](=[O:18])[CH2:16][O:12][CH2:11][CH2:10][C:6]1[CH:7]=[CH:8][CH:9]=[C:4]([O:3][C:2]([F:13])([F:14])[F:1])[CH:5]=1)[CH3:21]. (7) Given the reactants [S:1]1[C:5]2[CH:6]=[CH:7][C:8]([NH:10][C:11]3[C:12]4[CH:19]=[C:18]([C:20]5[CH2:21][CH2:22][N:23](C(OC(C)(C)C)=O)[CH2:24][CH:25]=5)[NH:17][C:13]=4[N:14]=[CH:15][N:16]=3)=[CH:9][C:4]=2[N:3]=[CH:2]1.[ClH:33], predict the reaction product. The product is: [ClH:33].[ClH:33].[ClH:33].[S:1]1[C:5]2[CH:6]=[CH:7][C:8]([NH:10][C:11]3[C:12]4[CH:19]=[C:18]([C:20]5[CH2:21][CH2:22][NH:23][CH2:24][CH:25]=5)[NH:17][C:13]=4[N:14]=[CH:15][N:16]=3)=[CH:9][C:4]=2[N:3]=[CH:2]1.